Dataset: Forward reaction prediction with 1.9M reactions from USPTO patents (1976-2016). Task: Predict the product of the given reaction. (1) The product is: [O:1]1[C:5]2[CH:6]=[CH:7][C:8]([C:10]3([C:13]([NH:15][C:16]4[CH:17]=[C:18]([CH3:30])[CH:19]=[C:20]([C:22]5[CH:27]=[CH:26][NH:25][C:24](=[O:28])[CH:23]=5)[N:21]=4)=[O:14])[CH2:12][CH2:11]3)=[CH:9][C:4]=2[CH2:3][CH2:2]1. Given the reactants [O:1]1[C:5]2[CH:6]=[CH:7][C:8]([C:10]3([C:13]([NH:15][C:16]4[N:21]=[C:20]([C:22]5[CH:27]=[CH:26][N:25]=[C:24]([O:28]C)[CH:23]=5)[CH:19]=[C:18]([CH3:30])[CH:17]=4)=[O:14])[CH2:12][CH2:11]3)=[CH:9][C:4]=2[CH2:3][CH2:2]1.[Si](I)(C)(C)C.CO, predict the reaction product. (2) Given the reactants [N+:1]([C:4]1[CH:12]=[CH:11][C:10]([O:13][C:14]([F:17])([F:16])[F:15])=[CH:9][C:5]=1[C:6]([OH:8])=[O:7])([O-:3])=[O:2].C1C(=O)N([Br:25])C(=O)C1, predict the reaction product. The product is: [Br:25][C:11]1[C:10]([O:13][C:14]([F:15])([F:16])[F:17])=[CH:9][C:5]([C:6]([OH:8])=[O:7])=[C:4]([N+:1]([O-:3])=[O:2])[CH:12]=1. (3) Given the reactants [C:1]([C@H:4]([NH:31]C(=O)O)[CH2:5][C:6](=[O:30])[NH:7][CH:8]1[C:20]2[CH:19]=[CH:18][CH:17]=[C:16]([C:21]3[NH:29][C:24]4[CH:25]=[N:26][CH:27]=[CH:28][C:23]=4[N:22]=3)[C:15]=2[C:14]2[C:9]1=[CH:10][CH:11]=[CH:12][CH:13]=2)(=[O:3])[NH2:2].Cl, predict the reaction product. The product is: [NH2:31][C@H:4]([CH2:5][C:6]([NH:7][CH:8]1[C:20]2[CH:19]=[CH:18][CH:17]=[C:16]([C:21]3[NH:29][C:24]4[CH:25]=[N:26][CH:27]=[CH:28][C:23]=4[N:22]=3)[C:15]=2[C:14]2[C:9]1=[CH:10][CH:11]=[CH:12][CH:13]=2)=[O:30])[C:1]([NH2:2])=[O:3].